This data is from Merck oncology drug combination screen with 23,052 pairs across 39 cell lines. The task is: Regression. Given two drug SMILES strings and cell line genomic features, predict the synergy score measuring deviation from expected non-interaction effect. (1) Drug 1: O=c1[nH]cc(F)c(=O)[nH]1. Drug 2: NC(=O)c1cccc2cn(-c3ccc(C4CCCNC4)cc3)nc12. Cell line: RKO. Synergy scores: synergy=-0.322. (2) Drug 1: COC12C(COC(N)=O)C3=C(C(=O)C(C)=C(N)C3=O)N1CC1NC12. Synergy scores: synergy=-17.0. Drug 2: CNC(=O)c1cc(Oc2ccc(NC(=O)Nc3ccc(Cl)c(C(F)(F)F)c3)cc2)ccn1. Cell line: NCIH520. (3) Drug 1: O=C(O)C1(Cc2cccc(Nc3nccs3)n2)CCC(Oc2cccc(Cl)c2F)CC1. Drug 2: NC1CCCCC1N.O=C(O)C(=O)O.[Pt+2]. Cell line: LOVO. Synergy scores: synergy=-11.9. (4) Cell line: A2058. Drug 1: CCC1(O)CC2CN(CCc3c([nH]c4ccccc34)C(C(=O)OC)(c3cc4c(cc3OC)N(C)C3C(O)(C(=O)OC)C(OC(C)=O)C5(CC)C=CCN6CCC43C65)C2)C1. Drug 2: Cc1nc(Nc2ncc(C(=O)Nc3c(C)cccc3Cl)s2)cc(N2CCN(CCO)CC2)n1. Synergy scores: synergy=41.7. (5) Drug 1: NC(=O)c1cccc2cn(-c3ccc(C4CCCNC4)cc3)nc12. Drug 2: CCc1cnn2c(NCc3ccc[n+]([O-])c3)cc(N3CCCCC3CCO)nc12. Cell line: EFM192B. Synergy scores: synergy=-13.3. (6) Drug 1: CN(C)C(=N)N=C(N)N. Drug 2: CNC(=O)c1cc(Oc2ccc(NC(=O)Nc3ccc(Cl)c(C(F)(F)F)c3)cc2)ccn1. Cell line: SW620. Synergy scores: synergy=10.2.